Dataset: Forward reaction prediction with 1.9M reactions from USPTO patents (1976-2016). Task: Predict the product of the given reaction. Given the reactants [CH3:1][C:2]1[C:7]([CH2:8][OH:9])=[CH:6][CH:5]=[CH:4][N:3]=1, predict the reaction product. The product is: [CH3:1][C:2]1[N:3]=[CH:4][CH:5]=[CH:6][C:7]=1[CH:8]=[O:9].